Task: Predict the reactants needed to synthesize the given product.. Dataset: Full USPTO retrosynthesis dataset with 1.9M reactions from patents (1976-2016) The reactants are: [H-].[Na+].[Cl:3][C:4]1[C:9]([I:10])=[CH:8][N:7]=[C:6]2[NH:11][CH:12]=[CH:13][C:5]=12.[C:14]1([S:20](Cl)(=[O:22])=[O:21])[CH:19]=[CH:18][CH:17]=[CH:16][CH:15]=1. Given the product [C:14]1([S:20]([N:11]2[C:6]3=[N:7][CH:8]=[C:9]([I:10])[C:4]([Cl:3])=[C:5]3[CH:13]=[CH:12]2)(=[O:22])=[O:21])[CH:19]=[CH:18][CH:17]=[CH:16][CH:15]=1, predict the reactants needed to synthesize it.